Dataset: NCI-60 drug combinations with 297,098 pairs across 59 cell lines. Task: Regression. Given two drug SMILES strings and cell line genomic features, predict the synergy score measuring deviation from expected non-interaction effect. (1) Drug 1: CC12CCC(CC1=CCC3C2CCC4(C3CC=C4C5=CN=CC=C5)C)O. Drug 2: CN1C2=C(C=C(C=C2)N(CCCl)CCCl)N=C1CCCC(=O)O.Cl. Cell line: HCC-2998. Synergy scores: CSS=6.96, Synergy_ZIP=-2.14, Synergy_Bliss=0.826, Synergy_Loewe=-2.97, Synergy_HSA=-2.98. (2) Drug 1: CCN(CC)CCNC(=O)C1=C(NC(=C1C)C=C2C3=C(C=CC(=C3)F)NC2=O)C. Drug 2: CN(C(=O)NC(C=O)C(C(C(CO)O)O)O)N=O. Cell line: HS 578T. Synergy scores: CSS=5.00, Synergy_ZIP=-4.15, Synergy_Bliss=-4.97, Synergy_Loewe=-4.18, Synergy_HSA=-2.59.